This data is from Catalyst prediction with 721,799 reactions and 888 catalyst types from USPTO. The task is: Predict which catalyst facilitates the given reaction. (1) Reactant: C(N(S(F)(F)[F:7])CC)C.[Cl:10][C:11]1[N:16]=[C:15]([C:17](O)([CH3:19])[CH3:18])[C:14]([F:21])=[CH:13][N:12]=1. Product: [Cl:10][C:11]1[N:16]=[C:15]([C:17]([F:7])([CH3:19])[CH3:18])[C:14]([F:21])=[CH:13][N:12]=1. The catalyst class is: 4. (2) Reactant: [CH2:1]([S:3]([N:6]1[CH2:11][CH2:10][CH:9]([C:12]2[C:20]3[C:15](=[C:16]([C:30]([NH2:32])=[O:31])[CH:17]=[C:18](B4OC(C)(C)C(C)(C)O4)[CH:19]=3)[NH:14][CH:13]=2)[CH2:8][CH2:7]1)(=[O:5])=[O:4])[CH3:2].Br[C:34]1[N:35]=[C:36]([CH2:39][NH:40][CH2:41][C:42]([F:45])([F:44])[F:43])[S:37][CH:38]=1.[C:46](=[O:49])([O-])[O-:47].[K+].[K+]. Product: [F:43][C:42]([F:45])([F:44])[C:46]([OH:47])=[O:49].[CH2:1]([S:3]([N:6]1[CH2:7][CH2:8][CH:9]([C:12]2[C:20]3[C:15](=[C:16]([C:30]([NH2:32])=[O:31])[CH:17]=[C:18]([C:34]4[N:35]=[C:36]([CH2:39][NH:40][CH2:41][C:42]([F:44])([F:45])[F:43])[S:37][CH:38]=4)[CH:19]=3)[NH:14][CH:13]=2)[CH2:10][CH2:11]1)(=[O:5])=[O:4])[CH3:2]. The catalyst class is: 70. (3) Reactant: [NH2:1][C:2]1[C:7]([Cl:8])=[C:6]([CH3:9])[N:5]=[C:4]([CH3:10])[N:3]=1.[CH2:11]([O:18][C:19]1[CH:26]=[CH:25][C:22]([CH2:23]Cl)=[CH:21][C:20]=1[O:27][CH3:28])[C:12]1[CH:17]=[CH:16][CH:15]=[CH:14][CH:13]=1.[H-].[Na+]. Product: [CH2:11]([O:18][C:19]1[CH:26]=[CH:25][C:22]([CH2:23][NH:1][C:2]2[C:7]([Cl:8])=[C:6]([CH3:9])[N:5]=[C:4]([CH3:10])[N:3]=2)=[CH:21][C:20]=1[O:27][CH3:28])[C:12]1[CH:13]=[CH:14][CH:15]=[CH:16][CH:17]=1. The catalyst class is: 60.